Dataset: Reaction yield outcomes from USPTO patents with 853,638 reactions. Task: Predict the reaction yield, written as a fraction of the theoretical maximum amount of product (1.0 means a 100% yield; for example, 0.34 means a 34% yield). (1) The reactants are [F:1][C:2]([F:19])([F:18])[C:3](=[O:17])[CH2:4][C:5]([C:8]1[CH:13]=[CH:12][C:11]([F:14])=[CH:10][C:9]=1[O:15][CH3:16])([CH3:7])[CH3:6].[Br:20]Br. The catalyst is C(O)(=O)C. The product is [Br:20][C:12]1[C:11]([F:14])=[CH:10][C:9]([O:15][CH3:16])=[C:8]([C:5]([CH3:7])([CH3:6])[CH2:4][C:3](=[O:17])[C:2]([F:1])([F:18])[F:19])[CH:13]=1. The yield is 0.970. (2) The reactants are [N:1]([CH:4]([C:8]1[N:9]=[C:10]2[CH:16]=[CH:15][N:14]([S:17]([C:20]3[CH:26]=[CH:25][C:23]([CH3:24])=[CH:22][CH:21]=3)(=[O:19])=[O:18])[C:11]2=[N:12][CH:13]=1)[CH2:5][CH:6]=[CH2:7])=[N+]=[N-].C1(P(C2C=CC=CC=2)C2C=CC=CC=2)C=CC=CC=1.[ClH:46].CCOCC. The catalyst is C1COCC1.O.CCOC(C)=O. The product is [ClH:46].[S:17]([N:14]1[C:11]2=[N:12][CH:13]=[C:8]([CH:4]([NH2:1])[CH2:5][CH:6]=[CH2:7])[N:9]=[C:10]2[CH:16]=[CH:15]1)([C:20]1[CH:21]=[CH:22][C:23]([CH3:24])=[CH:25][CH:26]=1)(=[O:18])=[O:19]. The yield is 0.620. (3) The reactants are [F:1][C:2]1[C:3]([NH:11][CH2:12][C:13]2[CH:18]=[C:17]([C:19]3[CH:24]=[CH:23][CH:22]=[C:21]([F:25])[CH:20]=3)[CH:16]=[CH:15][C:14]=2[F:26])=[C:4]([C:7]([OH:10])=[CH:8][CH:9]=1)[C:5]#[N:6].C([O-])([O-])=O.[Cs+].[Cs+].Br[CH2:34][C:35]([O:37][CH:38]([CH3:40])[CH3:39])=[O:36]. The catalyst is CC(C)=O. The product is [C:5]([C:4]1[C:3]([NH:11][CH2:12][C:13]2[CH:18]=[C:17]([C:19]3[CH:24]=[CH:23][CH:22]=[C:21]([F:25])[CH:20]=3)[CH:16]=[CH:15][C:14]=2[F:26])=[C:2]([F:1])[CH:9]=[CH:8][C:7]=1[O:10][CH2:34][C:35]([O:37][CH:38]([CH3:40])[CH3:39])=[O:36])#[N:6]. The yield is 0.590. (4) The reactants are [NH:1]1[C:5]2=[N:6]C(C#N)=[CH:8][CH:9]=[C:4]2[CH:3]=[CH:2]1.[OH-:12].[Na+].[CH2:14]([OH:16])[CH3:15]. No catalyst specified. The product is [NH:1]1[C:5]2=[N:6][C:15]([C:14]([OH:12])=[O:16])=[CH:8][CH:9]=[C:4]2[CH:3]=[CH:2]1. The yield is 0.740.